This data is from NCI-60 drug combinations with 297,098 pairs across 59 cell lines. The task is: Regression. Given two drug SMILES strings and cell line genomic features, predict the synergy score measuring deviation from expected non-interaction effect. Drug 1: CCCCC(=O)OCC(=O)C1(CC(C2=C(C1)C(=C3C(=C2O)C(=O)C4=C(C3=O)C=CC=C4OC)O)OC5CC(C(C(O5)C)O)NC(=O)C(F)(F)F)O. Drug 2: CC(C)CN1C=NC2=C1C3=CC=CC=C3N=C2N. Cell line: EKVX. Synergy scores: CSS=16.6, Synergy_ZIP=2.99, Synergy_Bliss=3.86, Synergy_Loewe=2.60, Synergy_HSA=3.08.